This data is from Forward reaction prediction with 1.9M reactions from USPTO patents (1976-2016). The task is: Predict the product of the given reaction. (1) The product is: [F:1][C:2]1[CH:21]=[CH:20][CH:19]=[CH:18][C:3]=1[CH2:4][N:5]1[C:9]([C:10]2[CH:14]=[CH:13][O:12][N:11]=2)=[CH:8][C:7]([C:15]2[N:16]=[C:24]([NH2:25])[CH:23]=[C:22]([NH2:26])[N:17]=2)=[N:6]1. Given the reactants [F:1][C:2]1[CH:21]=[CH:20][CH:19]=[CH:18][C:3]=1[CH2:4][N:5]1[C:9]([C:10]2[CH:14]=[CH:13][O:12][N:11]=2)=[CH:8][C:7]([C:15](=[NH:17])[NH2:16])=[N:6]1.[C:22](#[N:26])[CH2:23][C:24]#[N:25], predict the reaction product. (2) Given the reactants F[C:2]1[CH:9]=[CH:8][C:5]([C:6]#[N:7])=[CH:4][C:3]=1[C:10]([F:13])([F:12])[F:11].[CH:14]1([CH2:17][NH2:18])[CH2:16][CH2:15]1, predict the reaction product. The product is: [CH:14]1([CH2:17][NH:18][C:2]2[CH:9]=[CH:8][C:5]([C:6]#[N:7])=[CH:4][C:3]=2[C:10]([F:13])([F:12])[F:11])[CH2:16][CH2:15]1. (3) The product is: [Cl:40][C:31]1[C:32]([C:36]([F:37])([F:38])[F:39])=[CH:33][CH:34]=[CH:35][C:30]=1[CH2:29][N:14]([CH2:15][CH:16]([C:17]1[CH:18]=[CH:19][CH:20]=[CH:21][CH:22]=1)[C:23]1[CH:28]=[CH:27][CH:26]=[CH:25][CH:24]=1)[CH2:13][CH2:12][CH2:11][O:10][C:7]1[CH:8]=[CH:9][C:4]([C:3]([OH:41])=[O:2])=[CH:5][CH:6]=1. Given the reactants C[O:2][C:3](=[O:41])[C:4]1[CH:9]=[CH:8][C:7]([O:10][CH2:11][CH2:12][CH2:13][N:14]([CH2:29][C:30]2[CH:35]=[CH:34][CH:33]=[C:32]([C:36]([F:39])([F:38])[F:37])[C:31]=2[Cl:40])[CH2:15][CH:16]([C:23]2[CH:28]=[CH:27][CH:26]=[CH:25][CH:24]=2)[C:17]2[CH:22]=[CH:21][CH:20]=[CH:19][CH:18]=2)=[CH:6][CH:5]=1.O[Li].O, predict the reaction product. (4) Given the reactants [F:1][C:2]([F:7])([F:6])[C:3]([OH:5])=[O:4].[F:8][C:9]([F:14])([F:13])[C:10]([OH:12])=[O:11].FC(F)(F)C(O)=O.[Cl:22][C:23]1[CH:24]=[N:25][C:26]2[NH:27][C:28]3[CH:29]=[N:30][CH:31]=[C:32]([CH:53]=3)[CH2:33][CH2:34][C:35]3[CH:43]=[C:39]([NH:40][C:41]=1[N:42]=2)[CH:38]=[CH:37][C:36]=3[O:44][CH2:45][CH2:46][CH:47]1[CH2:52][CH2:51][NH:50][CH2:49][CH2:48]1.[N:54]([C:57]1[S:58][CH:59]=[CH:60][CH:61]=1)=[C:55]=[O:56], predict the reaction product. The product is: [F:1][C:2]([F:7])([F:6])[C:3]([OH:5])=[O:4].[F:8][C:9]([F:14])([F:13])[C:10]([OH:12])=[O:11].[Cl:22][C:23]1[CH:24]=[N:25][C:26]2[NH:27][C:28]3[CH:29]=[N:30][CH:31]=[C:32]([CH:53]=3)[CH2:33][CH2:34][C:35]3[CH:43]=[C:39]([NH:40][C:41]=1[N:42]=2)[CH:38]=[CH:37][C:36]=3[O:44][CH2:45][CH2:46][CH:47]1[CH2:48][CH2:49][N:50]([C:55]([NH:54][C:57]2[S:58][CH:59]=[CH:60][CH:61]=2)=[O:56])[CH2:51][CH2:52]1.